Predict the reaction yield, written as a fraction of the theoretical maximum amount of product (1.0 means a 100% yield; for example, 0.34 means a 34% yield). From a dataset of Reaction yield outcomes from USPTO patents with 853,638 reactions. (1) The reactants are [CH3:1][O:2][C:3]1[CH:22]=[CH:21][C:6]([CH2:7][O:8][C@H:9]([C@H:11]([CH2:16][CH2:17][CH:18]([CH3:20])[CH3:19])[C@@H:12]([OH:15])[CH:13]=[CH2:14])[CH3:10])=[CH:5][CH:4]=1.[CH3:23][C:24]([O-])(C)[CH3:25].[K+].CC1C=CC(S(OCCC)(=O)=O)=CC=1. The catalyst is C1COCC1.O. The product is [CH3:1][O:2][C:3]1[CH:4]=[CH:5][C:6]([CH2:7][O:8][C@H:9]([C@@H:11]([C@@H:12]([O:15][CH2:23][CH2:24][CH3:25])[CH:13]=[CH2:14])[CH2:16][CH2:17][CH:18]([CH3:19])[CH3:20])[CH3:10])=[CH:21][CH:22]=1. The yield is 0.740. (2) The reactants are [F:1][C:2]1[CH:8]=[CH:7][C:5](N)=[CH:4][C:3]=1[N+:9]([O-:11])=[O:10].N([O-])=O.[Na+].[I-:16].[K+].S([O-])([O-])=O.[Na+].[Na+]. The catalyst is Cl.O. The product is [F:1][C:2]1[CH:8]=[CH:7][C:5]([I:16])=[CH:4][C:3]=1[N+:9]([O-:11])=[O:10]. The yield is 0.710. (3) The reactants are [N+:1]([C:4]1[CH:10]=[CH:9][CH:8]=[CH:7][C:5]=1[NH2:6])([O-:3])=[O:2].[Br-].[K+].Cl[CH2:14][CH2:15][CH2:16][CH2:17][O:18][CH3:19].[OH-].[Na+]. The catalyst is [Br-].C([N+](CCCC)(CCCC)CCCC)CCC.C1(C)C=CC=CC=1. The product is [CH3:19][O:18][CH2:17][CH2:16][CH2:15][CH2:14][NH:6][C:5]1[CH:7]=[CH:8][CH:9]=[CH:10][C:4]=1[N+:1]([O-:3])=[O:2]. The yield is 1.00. (4) The reactants are [C:1]([C:9]1[CH:14]=[CH:13][CH:12]=[CH:11][C:10]=1[NH:15][C@@H:16]([CH2:20][C:21]1[CH:26]=[CH:25][C:24]([C:27]2[CH:32]=[CH:31][CH:30]=[C:29]([N:33](C)[C:34](NCCCCCCC)=O)[CH:28]=2)=[CH:23][CH:22]=1)[C:17]([OH:19])=[O:18])(=[O:8])[C:2]1[CH:7]=[CH:6][CH:5]=[CH:4][CH:3]=1.C(C1C=CC=CC=1N[C@@H](CC1C=CC(C2C=CC=C(NC)C=2)=CC=1)C(OCC)=O)(=O)C1C=CC=CC=1.[OH-].[Li+]. No catalyst specified. The product is [C:1]([C:9]1[CH:14]=[CH:13][CH:12]=[CH:11][C:10]=1[NH:15][C@@H:16]([CH2:20][C:21]1[CH:22]=[CH:23][C:24]([C:27]2[CH:32]=[CH:31][CH:30]=[C:29]([NH:33][CH3:34])[CH:28]=2)=[CH:25][CH:26]=1)[C:17]([OH:19])=[O:18])(=[O:8])[C:2]1[CH:3]=[CH:4][CH:5]=[CH:6][CH:7]=1. The yield is 0.800. (5) The reactants are BrC1C(F)=CC([N+]([O-])=O)=C2C=1N=C(Cl)C=C2.Cl.Br[C:19]1[C:20]([F:33])=[CH:21][C:22]([N+:30]([O-])=O)=[C:23]2[C:28]=1[NH:27][C:26](=[O:29])[CH:25]=[CH:24]2.C([O-])=O.[NH4+]. The catalyst is O.C(O)C.CC(O)=O. The product is [NH2:30][C:22]1[CH:21]=[C:20]([F:33])[CH:19]=[C:28]2[C:23]=1[CH:24]=[CH:25][C:26](=[O:29])[NH:27]2. The yield is 0.470. (6) The reactants are [CH2:1]([N:3]([CH2:19][CH3:20])[CH2:4][CH2:5][N:6]1[CH2:11][CH2:10][C:9]2[NH:12][C:13]([CH:16]=O)=[C:14]([CH3:15])[C:8]=2[C:7]1=[O:18])[CH3:2].[F:21][C:22]1[CH:23]=[C:24]2[C:28](=[CH:29][C:30]=1[NH2:31])[NH:27][C:26](=[O:32])[CH2:25]2. No catalyst specified. The product is [NH2:31][C:30]1[CH:29]=[C:28]2[C:24]([C:25](=[CH:16][C:13]3[NH:12][C:9]4[CH2:10][CH2:11][N:6]([CH2:5][CH2:4][N:3]([CH2:19][CH3:20])[CH2:1][CH3:2])[C:7](=[O:18])[C:8]=4[C:14]=3[CH3:15])[C:26](=[O:32])[NH:27]2)=[CH:23][C:22]=1[F:21]. The yield is 0.618. (7) The yield is 0.510. The product is [CH3:11][C:8]1([CH3:12])[C:7](=[O:13])[NH:6][C:5]2[N:14]=[CH:15][C:2](/[CH:20]=[CH:19]/[C:18]([N:17]([CH3:16])[CH2:22][C:23]3[N:24]([CH3:32])[C:25]4[C:30]([CH:31]=3)=[CH:29][CH:28]=[CH:27][CH:26]=4)=[O:21])=[CH:3][C:4]=2[CH2:10][NH:9]1. The catalyst is C(#N)CC.CN(C=O)C.CCOC(C)=O.CC([O-])=O.CC([O-])=O.[Pd+2]. The reactants are Br[C:2]1[CH:15]=[N:14][C:5]2[NH:6][C:7](=[O:13])[C:8]([CH3:12])([CH3:11])[NH:9][CH2:10][C:4]=2[CH:3]=1.[CH3:16][N:17]([CH2:22][C:23]1[N:24]([CH3:32])[C:25]2[C:30]([CH:31]=1)=[CH:29][CH:28]=[CH:27][CH:26]=2)[C:18](=[O:21])[CH:19]=[CH2:20].C(N(C(C)C)C(C)C)C.CC1C=CC=CC=1P(C1C=CC=CC=1C)C1C=CC=CC=1C. (8) The reactants are [NH2:1][CH:2]1[CH2:10][C:9]2[C:4](=[CH:5][CH:6]=[C:7]([S:11][C:12](=[O:16])[N:13]([CH3:15])[CH3:14])[CH:8]=2)[CH2:3]1.[CH:17](OCC)=[O:18]. The catalyst is C(Cl)(Cl)Cl. The product is [CH:17]([NH:1][CH:2]1[CH2:10][C:9]2[C:4](=[CH:5][CH:6]=[C:7]([S:11][C:12](=[O:16])[N:13]([CH3:14])[CH3:15])[CH:8]=2)[CH2:3]1)=[O:18]. The yield is 0.350. (9) The reactants are C([N:3](CC)CC)C.[Cl:8][C:9]1[CH:10]=[C:11]([CH:13]=[CH:14][C:15]=1[O:16][CH3:17])[NH2:12].C(=O)C. The catalyst is C1(C)C=CC=CC=1. The product is [Cl:8][C:9]1[CH:10]=[C:11]([NH:12][NH2:3])[CH:13]=[CH:14][C:15]=1[O:16][CH3:17]. The yield is 0.390. (10) The reactants are COCCO[AlH2-]OCCOC.[Na+].C1(C)C=CC=CC=1.[F:20][C:21]1[CH:29]=[CH:28][CH:27]=[C:26]2[C:22]=1[C:23](=O)[O:24][C:25]2=[O:30].[OH-].[Na+]. The catalyst is [Cl-].[Na+].O.C1COCC1. The product is [F:20][C:21]1[CH:29]=[CH:28][CH:27]=[C:26]([CH2:25][OH:30])[C:22]=1[CH2:23][OH:24]. The yield is 0.680.